This data is from Forward reaction prediction with 1.9M reactions from USPTO patents (1976-2016). The task is: Predict the product of the given reaction. (1) Given the reactants [NH2:1][C:2]1[CH:3]=[C:4]([CH:10]=[C:11]([F:14])[C:12]=1[CH3:13])[C:5]([O:7][CH2:8][CH3:9])=[O:6].[CH2:15]([N:17](C(C)C)C(C)C)[CH3:16].BrCC#N, predict the reaction product. The product is: [C:15]([CH2:16][NH:1][C:2]1[CH:3]=[C:4]([CH:10]=[C:11]([F:14])[C:12]=1[CH3:13])[C:5]([O:7][CH2:8][CH3:9])=[O:6])#[N:17]. (2) The product is: [CH3:25][O:24][C:7]1[CH:6]=[CH:5][C:4]2[N:3]=[C:2]([NH:26][C:27]3[CH:32]=[CH:31][C:30]([C:33]([N:35]4[CH2:39][CH2:38][CH2:37][CH:36]4[CH2:40][O:41][CH3:42])=[O:34])=[CH:29][CH:28]=3)[C:11]3=[N:12][NH:13][CH:14]=[C:10]3[C:9]=2[CH:8]=1. Given the reactants Cl[C:2]1[C:11]2=[N:12][N:13](CC3C=CC(OC)=CC=3)[CH:14]=[C:10]2[C:9]2[CH:8]=[C:7]([O:24][CH3:25])[CH:6]=[CH:5][C:4]=2[N:3]=1.[NH2:26][C:27]1[CH:32]=[CH:31][C:30]([C:33]([N:35]2[CH2:39][CH2:38][CH2:37][CH:36]2[CH2:40][O:41][CH3:42])=[O:34])=[CH:29][CH:28]=1.Cl, predict the reaction product. (3) Given the reactants [O:1]1[C:5]2[CH:6]=[CH:7][C:8]([C:10]3([CH:16]=O)[CH2:15][CH2:14][CH2:13][CH2:12][CH2:11]3)=[CH:9][C:4]=2[O:3][CH2:2]1.[CH3:18][NH2:19], predict the reaction product. The product is: [O:1]1[C:5]2[CH:6]=[CH:7][C:8]([C:10]3([CH2:16][NH:19][CH3:18])[CH2:15][CH2:14][CH2:13][CH2:12][CH2:11]3)=[CH:9][C:4]=2[O:3][CH2:2]1. (4) Given the reactants [F:1][C:2]1[CH:7]=[C:6]([C:8]2[CH:9]=[N:10][N:11]([CH3:13])[CH:12]=2)[CH:5]=[CH:4][C:3]=1[CH2:14][OH:15].CC(OI1(OC(C)=O)(OC(C)=O)OC(=O)C2C=CC=CC1=2)=O, predict the reaction product. The product is: [F:1][C:2]1[CH:7]=[C:6]([C:8]2[CH:9]=[N:10][N:11]([CH3:13])[CH:12]=2)[CH:5]=[CH:4][C:3]=1[CH:14]=[O:15]. (5) Given the reactants [C:1]([O:5][C:6]([NH:8][CH:9]([CH2:15][C:16]1[CH:21]=[CH:20][CH:19]=[CH:18][CH:17]=1)[C@H:10]([OH:14])[C:11]([OH:13])=O)=[O:7])([CH3:4])([CH3:3])[CH3:2].[CH:22]1([NH2:25])[CH2:24][CH2:23]1.C(N(CC)C(C)C)(C)C.CN(C(ON1N=NC2C=CC=NC1=2)=[N+](C)C)C.F[P-](F)(F)(F)(F)F, predict the reaction product. The product is: [C:1]([O:5][C:6](=[O:7])[NH:8][C@@H:9]([CH2:15][C:16]1[CH:21]=[CH:20][CH:19]=[CH:18][CH:17]=1)[CH:10]([C:11](=[O:13])[NH:25][CH:22]1[CH2:24][CH2:23]1)[OH:14])([CH3:2])([CH3:3])[CH3:4]. (6) Given the reactants [N+:1]([O-:4])(O)=[O:2].[CH3:5][C:6]1[CH:7]=[N:8][CH:9]=[CH:10][C:11]=1[O:12][CH3:13].C(=O)([O-])[O-].[K+].[K+], predict the reaction product. The product is: [CH3:5][C:6]1[CH:7]=[N:8][CH:9]=[C:10]([N+:1]([O-:4])=[O:2])[C:11]=1[O:12][CH3:13]. (7) Given the reactants Br[C:2]1[CH:18]=[CH:17][C:5]([CH2:6][N:7]2[CH2:12][CH2:11][N:10]([C:13](=[O:16])[CH:14]=[CH2:15])[CH2:9][CH2:8]2)=[CH:4][CH:3]=1.[Cl:19][C:20]1[CH:25]=[CH:24][C:23]([OH:26])=[CH:22][C:21]=1B(O)O, predict the reaction product. The product is: [Cl:19][C:20]1[CH:25]=[CH:24][C:23]([OH:26])=[CH:22][C:21]=1[C:2]1[CH:18]=[CH:17][C:5]([CH2:6][N:7]2[CH2:12][CH2:11][N:10]([C:13](=[O:16])[CH:14]=[CH2:15])[CH2:9][CH2:8]2)=[CH:4][CH:3]=1. (8) The product is: [NH2:1][C:2]1[N:10]=[CH:9][CH:8]=[CH:7][C:3]=1[C:4]([NH:20][CH2:19][CH2:18][CH:17]([C:11]1[CH:16]=[CH:15][CH:14]=[CH:13][CH:12]=1)[C:21]1[CH:26]=[CH:25][CH:24]=[CH:23][CH:22]=1)=[O:6]. Given the reactants [NH2:1][C:2]1[N:10]=[CH:9][CH:8]=[CH:7][C:3]=1[C:4]([OH:6])=O.[C:11]1([CH:17]([C:21]2[CH:26]=[CH:25][CH:24]=[CH:23][CH:22]=2)[CH2:18][CH2:19][NH2:20])[CH:16]=[CH:15][CH:14]=[CH:13][CH:12]=1.ON1C2C=CC=CC=2N=N1.C(N(C(C)C)CC)(C)C, predict the reaction product. (9) Given the reactants [CH3:1][O:2][C:3]1[C:13]2[C:12]([C:14]3[CH:15]=[C:16]([CH:19]=[CH:20][CH:21]=3)[C:17]#[N:18])=[N:11][CH2:10][C:9](=[O:22])[NH:8][C:7]=2[CH:6]=[C:5]([O:23][CH3:24])[C:4]=1[C:25]1[CH:30]=[CH:29][CH:28]=[CH:27][CH:26]=1.CI.Br[CH2:34][C:35]1[CH:40]=[CH:39][CH:38]=[CH:37][CH:36]=1, predict the reaction product. The product is: [CH2:34]([N:8]1[C:7]2[CH:6]=[C:5]([O:23][CH3:24])[C:4]([C:25]3[CH:30]=[CH:29][CH:28]=[CH:27][CH:26]=3)=[C:3]([O:2][CH3:1])[C:13]=2[C:12]([C:14]2[CH:15]=[C:16]([CH:19]=[CH:20][CH:21]=2)[C:17]#[N:18])=[N:11][CH2:10][C:9]1=[O:22])[C:35]1[CH:40]=[CH:39][CH:38]=[CH:37][CH:36]=1.